This data is from Full USPTO retrosynthesis dataset with 1.9M reactions from patents (1976-2016). The task is: Predict the reactants needed to synthesize the given product. (1) Given the product [Br:16][C:17]1[CH:22]=[CH:21][C:20]([CH:23]2[CH2:1][CH2:24]2)=[C:19]([O:25][CH2:26][CH2:27][CH2:28][O:29][CH3:30])[CH:18]=1, predict the reactants needed to synthesize it. The reactants are: [CH2:1]([Zn]CC)C.FC(F)(F)C(O)=O.ICI.[Br:16][C:17]1[CH:22]=[CH:21][C:20]([CH:23]=[CH2:24])=[C:19]([O:25][CH2:26][CH2:27][CH2:28][O:29][CH3:30])[CH:18]=1. (2) Given the product [CH:1]1([CH2:6][C@@H:7]([C:20]([NH:22][NH:23][C:24]2[C:29]([F:30])=[C:28]([N:31]3[CH2:36][CH2:35][N:34]([CH3:37])[CH2:33][C@H:32]3[CH3:38])[N:27]=[C:26]([CH3:39])[N:25]=2)=[O:21])[CH2:8][N:9]([OH:12])[CH:10]=[O:11])[CH2:5][CH2:4][CH2:3][CH2:2]1, predict the reactants needed to synthesize it. The reactants are: [CH:1]1([CH2:6][C@@H:7]([C:20]([NH:22][NH:23][C:24]2[C:29]([F:30])=[C:28]([N:31]3[CH2:36][CH2:35][N:34]([CH3:37])[CH2:33][C@H:32]3[CH3:38])[N:27]=[C:26]([CH3:39])[N:25]=2)=[O:21])[CH2:8][N:9]([O:12]CC2C=CC=CC=2)[CH:10]=[O:11])[CH2:5][CH2:4][CH2:3][CH2:2]1.